From a dataset of Full USPTO retrosynthesis dataset with 1.9M reactions from patents (1976-2016). Predict the reactants needed to synthesize the given product. (1) The reactants are: [CH3:1][O:2][C:3]1[C:12]([CH3:13])=[CH:11][CH:10]=[CH:9][C:4]=1[C:5]([O:7]C)=[O:6].[OH-].[K+]. Given the product [CH3:1][O:2][C:3]1[C:12]([CH3:13])=[CH:11][CH:10]=[CH:9][C:4]=1[C:5]([OH:7])=[O:6], predict the reactants needed to synthesize it. (2) Given the product [CH3:1][O:2][C:3]([C:5]1[C:6]([OH:24])=[C:7]2[C:12](=[CH:13][N:14]=1)[N:11]([CH2:15][C:16]1[CH:21]=[CH:20][CH:19]=[CH:18][CH:17]=1)[C:10](=[O:22])[C:9]([C:30]1[CH:31]=[N:32][CH:33]=[CH:34][CH:35]=1)=[CH:8]2)=[O:4], predict the reactants needed to synthesize it. The reactants are: [CH3:1][O:2][C:3]([C:5]1[C:6]([OH:24])=[C:7]2[C:12](=[CH:13][N:14]=1)[N:11]([CH2:15][C:16]1[CH:21]=[CH:20][CH:19]=[CH:18][CH:17]=1)[C:10](=[O:22])[C:9](Br)=[CH:8]2)=[O:4].C([Sn](CCCC)(CCCC)[C:30]1[CH:31]=[N:32][CH:33]=[CH:34][CH:35]=1)CCC.CCOC(C)=O.Cl. (3) Given the product [CH2:1]([O:3][P:4]([CH2:9][CH2:10][C:11]([CH3:28])=[CH:12][CH2:13][C:14]1[C:15]([OH:27])=[C:16]2[C:20](=[C:21]([CH3:25])[C:22]=1[O:23][CH3:24])[CH2:19][O:18][C:17]2=[O:26])(=[O:5])[OH:8])[CH3:2], predict the reactants needed to synthesize it. The reactants are: [CH2:1]([O:3][P:4]([CH2:9][CH2:10][C:11]([CH3:28])=[CH:12][CH2:13][C:14]1[C:15]([OH:27])=[C:16]2[C:20](=[C:21]([CH3:25])[C:22]=1[O:23][CH3:24])[CH2:19][O:18][C:17]2=[O:26])(=[O:8])[O:5]CC)[CH3:2].[Li+].[OH-].CO.Cl. (4) Given the product [Cl:13][C:14]1[CH:15]=[C:16]2[C:25](=[CH:26][CH:27]=1)[C:24]([CH:3]([C:4]([O:6][CH2:7][CH3:8])=[O:5])[C:2]([O:10][CH2:11][CH3:12])=[O:9])=[C:23]1[C:18]([CH:19]=[CH:20][C:21]([O:29][CH3:30])=[CH:22]1)=[N:17]2, predict the reactants needed to synthesize it. The reactants are: [Na].[C:2]([O:10][CH2:11][CH3:12])(=[O:9])[CH2:3][C:4]([O:6][CH2:7][CH3:8])=[O:5].[Cl:13][C:14]1[CH:15]=[C:16]2[C:25](=[CH:26][CH:27]=1)[C:24](Cl)=[C:23]1[C:18]([CH:19]=[CH:20][C:21]([O:29][CH3:30])=[CH:22]1)=[N:17]2.C1(C)C=CC=CC=1. (5) Given the product [Cl:35][C:21]1[C:20]2[C:25](=[CH:26][CH:27]=[C:18]([S:16][C:13]3[N:11]4[CH:12]=[C:7]([C:5]5[CH:4]=[N:3][N:2]([CH3:1])[CH:6]=5)[CH:8]=[CH:9][C:10]4=[N:15][N:14]=3)[CH:19]=2)[N:24]=[CH:23][C:22]=1[C:28]1[C:29]([CH3:34])=[N:30][O:31][C:32]=1[CH3:33], predict the reactants needed to synthesize it. The reactants are: [CH3:1][N:2]1[CH:6]=[C:5]([C:7]2[CH:8]=[CH:9][C:10]3[N:11]([C:13]([SH:16])=[N:14][N:15]=3)[CH:12]=2)[CH:4]=[N:3]1.Br[C:18]1[CH:19]=[C:20]2[C:25](=[CH:26][CH:27]=1)[N:24]=[CH:23][C:22]([C:28]1[C:29]([CH3:34])=[N:30][O:31][C:32]=1[CH3:33])=[C:21]2[Cl:35].C1(P(C2C=CC=CC=2)C2C3OC4C(=CC=CC=4P(C4C=CC=CC=4)C4C=CC=CC=4)C(C)(C)C=3C=CC=2)C=CC=CC=1.C(N(CC)C(C)C)(C)C. (6) Given the product [Br:17][C:18]1[N:19]([CH2:13][C:14]#[C:15][CH3:16])[C:20]([C:25]#[N:26])=[C:21]([C:23]#[N:24])[N:22]=1, predict the reactants needed to synthesize it. The reactants are: C(=O)([O-])[O-].[K+].[K+].CN(C)C=O.Br[CH2:13][C:14]#[C:15][CH3:16].[Br:17][C:18]1[NH:19][C:20]([C:25]#[N:26])=[C:21]([C:23]#[N:24])[N:22]=1. (7) The reactants are: [CH:1]1[N:6]=[C:5](Cl)[C:4]2[N:8]=[CH:9][N:10]([C@@H:11]3[O:15][C@H:14]([CH2:16][OH:17])[C@@H:13]([OH:18])[C@H:12]3[OH:19])[C:3]=2[N:2]=1.[NH2:20][CH2:21][CH2:22][C:23]1[C:31]2[C:26](=[CH:27][CH:28]=[CH:29][CH:30]=2)[NH:25][CH:24]=1.C(N(C(C)C)CC)(C)C. Given the product [NH:25]1[C:26]2[C:31](=[CH:30][CH:29]=[CH:28][CH:27]=2)[C:23]([CH2:22][CH2:21][NH:20][C:5]2[C:4]3[N:8]=[CH:9][N:10]([C:3]=3[N:2]=[CH:1][N:6]=2)[C@@H:11]2[O:15][C@H:14]([CH2:16][OH:17])[C@@H:13]([OH:18])[C@H:12]2[OH:19])=[CH:24]1, predict the reactants needed to synthesize it. (8) Given the product [N:15]([CH2:2][CH2:3][C:4]([CH3:7])([OH:6])[CH3:5])=[N+:16]=[N-:17], predict the reactants needed to synthesize it. The reactants are: Br[CH2:2][CH2:3][C:4]([CH3:7])([OH:6])[CH3:5].C(N(CC)CC)C.[N-:15]=[N+:16]=[N-:17].[Na+]. (9) The reactants are: [CH2:1]([O:3][C:4](=[O:31])[C:5]([O:8][C:9]1[CH:14]=[CH:13][C:12]([O:15][CH2:16][CH2:17][C:18]2[N:19]=[C:20]([C:24]3[CH:29]=[CH:28][C:27](Br)=[CH:26][CH:25]=3)[O:21][C:22]=2[CH3:23])=[CH:11][CH:10]=1)([CH3:7])[CH3:6])[CH3:2].[F:32][C:33]1[CH:38]=[CH:37][CH:36]=[CH:35][C:34]=1B(O)O.[F-].[K+].C1(P(C2CCCCC2)C2C=CC=CC=2C2C=CC=CC=2)CCCCC1. Given the product [CH2:1]([O:3][C:4](=[O:31])[C:5]([O:8][C:9]1[CH:14]=[CH:13][C:12]([O:15][CH2:16][CH2:17][C:18]2[N:19]=[C:20]([C:24]3[CH:29]=[CH:28][C:27]([C:34]4[CH:35]=[CH:36][CH:37]=[CH:38][C:33]=4[F:32])=[CH:26][CH:25]=3)[O:21][C:22]=2[CH3:23])=[CH:11][CH:10]=1)([CH3:7])[CH3:6])[CH3:2], predict the reactants needed to synthesize it.